This data is from Full USPTO retrosynthesis dataset with 1.9M reactions from patents (1976-2016). The task is: Predict the reactants needed to synthesize the given product. (1) Given the product [C:27]([C:31]1[CH:36]=[CH:35][C:34]([CH:21]([OH:22])[C:20]2[C:8]([C:5]3[CH:6]=[CH:7][C:2]([F:1])=[CH:3][CH:4]=3)=[C:9]3[C:17](=[CH:18][C:19]=2[CH:23]([CH3:24])[CH3:25])[O:16][C:12]2([CH2:15][CH2:14][CH2:13]2)[CH2:11][C:10]3=[O:26])=[CH:33][CH:32]=1)([CH3:30])([CH3:29])[CH3:28], predict the reactants needed to synthesize it. The reactants are: [F:1][C:2]1[CH:7]=[CH:6][C:5]([C:8]2[C:20]([CH:21]=[O:22])=[C:19]([CH:23]([CH3:25])[CH3:24])[CH:18]=[C:17]3[C:9]=2[C:10](=[O:26])[CH2:11][C:12]2([O:16]3)[CH2:15][CH2:14][CH2:13]2)=[CH:4][CH:3]=1.[C:27]([C:31]1[CH:36]=[CH:35][C:34]([Mg]Br)=[CH:33][CH:32]=1)([CH3:30])([CH3:29])[CH3:28].[Cl-].[NH4+]. (2) Given the product [CH2:1]([O:3][C:4](=[O:32])[CH2:5][O:6][C:7]1[CH:12]=[C:11]([CH:13]([CH3:14])[CH3:15])[CH:10]=[CH:9][C:8]=1[CH2:16][CH2:17][NH:18][S:19]([C:22]1[CH:27]=[C:26]([C:28]#[N:29])[CH:25]=[CH:24][C:23]=1[OH:30])(=[O:20])=[O:21])[CH3:2], predict the reactants needed to synthesize it. The reactants are: [CH2:1]([O:3][C:4](=[O:32])[CH2:5][O:6][C:7]1[CH:12]=[C:11]([CH:13]([CH3:15])[CH3:14])[CH:10]=[CH:9][C:8]=1[CH2:16][CH2:17][NH:18][S:19]([C:22]1[CH:27]=[C:26]([C:28]#[N:29])[CH:25]=[CH:24][C:23]=1[O:30]C)(=[O:21])=[O:20])[CH3:2].[Cl-].[Li+]. (3) Given the product [Br:1][C:2]1[CH:3]=[C:4]2[C:9](=[CH:10][CH:11]=1)[N:8]=[CH:7][C:6]([C:12]([CH:14]1[CH2:16][CH2:15]1)=[O:13])=[C:5]2[N:27]1[CH2:26][CH2:25][CH:24]([CH2:23][N:18]2[CH2:22][CH2:21][CH2:20][CH2:19]2)[CH2:29][CH2:28]1, predict the reactants needed to synthesize it. The reactants are: [Br:1][C:2]1[CH:3]=[C:4]2[C:9](=[CH:10][CH:11]=1)[N:8]=[CH:7][C:6]([C:12]([CH:14]1[CH2:16][CH2:15]1)=[O:13])=[C:5]2Cl.[N:18]1([CH2:23][CH:24]2[CH2:29][CH2:28][NH:27][CH2:26][CH2:25]2)[CH2:22][CH2:21][CH2:20][CH2:19]1. (4) Given the product [N:1]1[CH:6]=[CH:5][CH:4]=[CH:3][C:2]=1[CH2:7][CH2:8][C:9]([NH:43][C@@H:42]([C:39]1[CH:40]=[CH:41][C:36]([C:35]([F:55])([F:34])[F:54])=[CH:37][CH:38]=1)[C:44]1[C:49]([C:50]([F:51])([F:52])[F:53])=[CH:48][CH:47]=[CH:46][N:45]=1)=[O:11], predict the reactants needed to synthesize it. The reactants are: [N:1]1[CH:6]=[CH:5][CH:4]=[CH:3][C:2]=1[CH2:7][CH2:8][C:9]([OH:11])=O.C1N=CN(C(N2C=NC=C2)=O)C=1.CCN(C(C)C)C(C)C.Cl.[F:34][C:35]([F:55])([F:54])[C:36]1[CH:41]=[CH:40][C:39]([C@@H:42]([C:44]2[C:49]([C:50]([F:53])([F:52])[F:51])=[CH:48][CH:47]=[CH:46][N:45]=2)[NH2:43])=[CH:38][CH:37]=1. (5) The reactants are: N1C=CC=CC=1.[CH2:7]([O:14][N:15]1[C:21](=[O:22])[N:20]2[CH2:23][C@H:16]1[CH2:17][CH2:18][C@H:19]2[C:24]([NH:26][NH:27][C:28]([N:30]1[CH2:35][CH2:34][N:33]([C:36]([O:38][C:39]([CH3:42])([CH3:41])[CH3:40])=[O:37])[CH2:32][CH2:31]1)=[O:29])=O)[C:8]1[CH:13]=[CH:12][CH:11]=[CH:10][CH:9]=1.O(S(C(F)(F)F)(=O)=O)S(C(F)(F)F)(=O)=O.C([O-])(O)=O.[Na+]. Given the product [CH2:7]([O:14][N:15]1[C:21](=[O:22])[N:20]2[CH2:23][C@H:16]1[CH2:17][CH2:18][C@H:19]2[C:24]1[O:29][C:28]([N:30]2[CH2:35][CH2:34][N:33]([C:36]([O:38][C:39]([CH3:41])([CH3:42])[CH3:40])=[O:37])[CH2:32][CH2:31]2)=[N:27][N:26]=1)[C:8]1[CH:9]=[CH:10][CH:11]=[CH:12][CH:13]=1, predict the reactants needed to synthesize it. (6) Given the product [CH3:22]/[C:16](=[CH:1]\[C:2]1[CH:3]=[N:4][CH:5]=[CH:6][CH:7]=1)/[C:17]([O:19][CH2:20][CH3:21])=[O:18], predict the reactants needed to synthesize it. The reactants are: [CH:1](=O)[C:2]1[CH:7]=[CH:6][CH:5]=[N:4][CH:3]=1.C1(P(C2C=CC=CC=2)(C2C=CC=CC=2)=[C:16]([CH3:22])[C:17]([O:19][CH2:20][CH3:21])=[O:18])C=CC=CC=1.